From a dataset of Full USPTO retrosynthesis dataset with 1.9M reactions from patents (1976-2016). Predict the reactants needed to synthesize the given product. The reactants are: [NH:1](C(OCC1C=CC=CC=1)=O)[C@H:2]([C:10]([P:12]([O:20][C:21]1[CH:26]=[CH:25][CH:24]=[CH:23][CH:22]=1)[O:13][C:14]1[CH:19]=[CH:18][CH:17]=[CH:16][CH:15]=1)=[O:11])[CH2:3][C:4]1[CH:9]=[CH:8][CH:7]=[CH:6][CH:5]=1.CCOCC.[BrH:42].C(O)(=O)C. Given the product [NH2:1][CH:2]([C:10]([P:12]([O:20][C:21]1[CH:22]=[CH:23][CH:24]=[CH:25][CH:26]=1)[O:13][C:14]1[CH:15]=[CH:16][CH:17]=[CH:18][CH:19]=1)=[O:11])[CH2:3][C:4]1[CH:5]=[CH:6][CH:7]=[CH:8][CH:9]=1.[BrH:42], predict the reactants needed to synthesize it.